Dataset: Catalyst prediction with 721,799 reactions and 888 catalyst types from USPTO. Task: Predict which catalyst facilitates the given reaction. Reactant: [Cl:1][C:2]1[CH:7]=[CH:6][C:5](/[CH:8]=[CH:9]/[CH2:10][N:11]2[CH2:20][CH2:19][C:14]3(OCC[O:15]3)[CH2:13][CH2:12]2)=[CH:4][CH:3]=1.Cl.[OH-].[Na+]. Product: [Cl:1][C:2]1[CH:7]=[CH:6][C:5](/[CH:8]=[CH:9]/[CH2:10][N:11]2[CH2:12][CH2:13][C:14](=[O:15])[CH2:19][CH2:20]2)=[CH:4][CH:3]=1. The catalyst class is: 5.